From a dataset of NCI-60 drug combinations with 297,098 pairs across 59 cell lines. Regression. Given two drug SMILES strings and cell line genomic features, predict the synergy score measuring deviation from expected non-interaction effect. (1) Drug 1: C1=C(C(=O)NC(=O)N1)N(CCCl)CCCl. Drug 2: CCC1=C2CN3C(=CC4=C(C3=O)COC(=O)C4(CC)O)C2=NC5=C1C=C(C=C5)O. Cell line: COLO 205. Synergy scores: CSS=56.6, Synergy_ZIP=-4.17, Synergy_Bliss=-5.23, Synergy_Loewe=-0.684, Synergy_HSA=1.43. (2) Drug 1: C1=C(C(=O)NC(=O)N1)F. Drug 2: C1C(C(OC1N2C=NC(=NC2=O)N)CO)O. Cell line: OVCAR3. Synergy scores: CSS=59.5, Synergy_ZIP=-7.91, Synergy_Bliss=-11.1, Synergy_Loewe=-4.32, Synergy_HSA=-3.73. (3) Drug 2: B(C(CC(C)C)NC(=O)C(CC1=CC=CC=C1)NC(=O)C2=NC=CN=C2)(O)O. Synergy scores: CSS=13.9, Synergy_ZIP=-0.0716, Synergy_Bliss=-3.34, Synergy_Loewe=-62.0, Synergy_HSA=-4.67. Drug 1: C1=NC2=C(N=C(N=C2N1C3C(C(C(O3)CO)O)O)F)N. Cell line: UO-31. (4) Drug 1: CN(C)C1=NC(=NC(=N1)N(C)C)N(C)C. Drug 2: C1C(C(OC1N2C=C(C(=O)NC2=O)F)CO)O. Cell line: MOLT-4. Synergy scores: CSS=49.3, Synergy_ZIP=0.406, Synergy_Bliss=-1.96, Synergy_Loewe=-28.4, Synergy_HSA=-3.40. (5) Drug 1: C1CN1P(=S)(N2CC2)N3CC3. Drug 2: C(CCl)NC(=O)N(CCCl)N=O. Cell line: UO-31. Synergy scores: CSS=-1.32, Synergy_ZIP=0.328, Synergy_Bliss=0.743, Synergy_Loewe=-6.00, Synergy_HSA=-5.91. (6) Drug 1: C1=CC(=CC=C1CCC2=CNC3=C2C(=O)NC(=N3)N)C(=O)NC(CCC(=O)O)C(=O)O. Drug 2: N.N.Cl[Pt+2]Cl. Cell line: M14. Synergy scores: CSS=15.8, Synergy_ZIP=-0.244, Synergy_Bliss=-3.21, Synergy_Loewe=-19.5, Synergy_HSA=-4.86. (7) Drug 1: CC1=C(C(CCC1)(C)C)C=CC(=CC=CC(=CC(=O)O)C)C. Drug 2: C1=CC=C(C(=C1)C(C2=CC=C(C=C2)Cl)C(Cl)Cl)Cl. Cell line: HL-60(TB). Synergy scores: CSS=42.6, Synergy_ZIP=-0.937, Synergy_Bliss=-0.847, Synergy_Loewe=-17.9, Synergy_HSA=-0.212. (8) Drug 1: CCCS(=O)(=O)NC1=C(C(=C(C=C1)F)C(=O)C2=CNC3=C2C=C(C=N3)C4=CC=C(C=C4)Cl)F. Drug 2: COC1=C2C(=CC3=C1OC=C3)C=CC(=O)O2. Cell line: ACHN. Synergy scores: CSS=11.5, Synergy_ZIP=2.53, Synergy_Bliss=6.27, Synergy_Loewe=0.253, Synergy_HSA=3.94. (9) Drug 1: CCCS(=O)(=O)NC1=C(C(=C(C=C1)F)C(=O)C2=CNC3=C2C=C(C=N3)C4=CC=C(C=C4)Cl)F. Drug 2: C1=C(C(=O)NC(=O)N1)F. Cell line: ACHN. Synergy scores: CSS=51.1, Synergy_ZIP=2.96, Synergy_Bliss=2.24, Synergy_Loewe=-0.489, Synergy_HSA=3.65. (10) Drug 1: CC1=C(C=C(C=C1)NC2=NC=CC(=N2)N(C)C3=CC4=NN(C(=C4C=C3)C)C)S(=O)(=O)N.Cl. Drug 2: CC=C1C(=O)NC(C(=O)OC2CC(=O)NC(C(=O)NC(CSSCCC=C2)C(=O)N1)C(C)C)C(C)C. Cell line: SK-MEL-5. Synergy scores: CSS=33.1, Synergy_ZIP=-5.12, Synergy_Bliss=-9.41, Synergy_Loewe=-70.2, Synergy_HSA=-10.8.